Dataset: Human liver microsome stability data. Task: Regression/Classification. Given a drug SMILES string, predict its absorption, distribution, metabolism, or excretion properties. Task type varies by dataset: regression for continuous measurements (e.g., permeability, clearance, half-life) or binary classification for categorical outcomes (e.g., BBB penetration, CYP inhibition). Dataset: hlm. (1) The compound is O=C(O)C1CN(Cc2ccc(-c3cc4cc(Cc5ccccc5)ccc4o3)c(F)c2)C1. The result is 0 (unstable in human liver microsomes). (2) The molecule is COc1ccc(C(SC[C@H](N)C(=O)O)(c2ccccc2)c2ccccc2)cc1. The result is 0 (unstable in human liver microsomes).